The task is: Predict which catalyst facilitates the given reaction.. This data is from Catalyst prediction with 721,799 reactions and 888 catalyst types from USPTO. (1) Reactant: [NH2:1][C:2]1[N:7]=[C:6]([C:8]2[C:16]3[C:11](=[CH:12][CH:13]=[C:14]([C:17]#[C:18][C:19]4([OH:24])[CH2:23][CH2:22][CH2:21][CH2:20]4)[CH:15]=3)[NH:10][CH:9]=2)[C:5]([Cl:25])=[CH:4][N:3]=1.Br[CH2:27][CH2:28][O:29][CH2:30][CH2:31][O:32][CH3:33].C([O-])([O-])=O.[Cs+].[Cs+]. Product: [NH2:1][C:2]1[N:7]=[C:6]([C:8]2[C:16]3[C:11](=[CH:12][CH:13]=[C:14]([C:17]#[C:18][C:19]4([OH:24])[CH2:23][CH2:22][CH2:21][CH2:20]4)[CH:15]=3)[N:10]([CH2:27][CH2:28][O:29][CH2:30][CH2:31][O:32][CH3:33])[CH:9]=2)[C:5]([Cl:25])=[CH:4][N:3]=1. The catalyst class is: 215. (2) Reactant: [NH2:1][C:2]1[N:6](C(OC(C)(C)C)=O)[N:5]=[C:4]([CH:14]2[CH2:16][CH2:15]2)[CH:3]=1.Br[C:18]1[C:19](=[O:26])[N:20]([CH3:25])[CH:21]=[C:22]([Br:24])[CH:23]=1.C(=O)([O-])[O-].[Cs+].[Cs+].CC1(C)C2C(=C(P(C3C=CC=CC=3)C3C=CC=CC=3)C=CC=2)OC2C(P(C3C=CC=CC=3)C3C=CC=CC=3)=CC=CC1=2. Product: [Br:24][C:22]1[CH:23]=[C:18]([NH:1][C:2]2[NH:6][N:5]=[C:4]([CH:14]3[CH2:15][CH2:16]3)[CH:3]=2)[C:19](=[O:26])[N:20]([CH3:25])[CH:21]=1. The catalyst class is: 102.